Predict the product of the given reaction. From a dataset of Forward reaction prediction with 1.9M reactions from USPTO patents (1976-2016). (1) The product is: [Cl:32][C:30]1[CH:29]=[CH:28][C:10]2[N:11]([CH3:27])[C:12](=[O:26])[CH:13]([CH2:15][C:16]3[CH:25]=[CH:24][C:23]4[C:18](=[CH:19][CH:20]=[CH:21][CH:22]=4)[CH:17]=3)[N:14]=[C:8]([N:5]3[CH2:4][CH2:3][CH:2]([NH:1][C:42](=[O:43])[CH2:41][NH:40][C:33](=[O:34])[O:35][C:36]([CH3:37])([CH3:38])[CH3:39])[CH2:7][CH2:6]3)[C:9]=2[CH:31]=1. Given the reactants [NH2:1][CH:2]1[CH2:7][CH2:6][N:5]([C:8]2[C:9]3[CH:31]=[C:30]([Cl:32])[CH:29]=[CH:28][C:10]=3[N:11]([CH3:27])[C:12](=[O:26])[CH:13]([CH2:15][C:16]3[CH:25]=[CH:24][C:23]4[C:18](=[CH:19][CH:20]=[CH:21][CH:22]=4)[CH:17]=3)[N:14]=2)[CH2:4][CH2:3]1.[C:33]([NH:40][CH2:41][C:42](O)=[O:43])([O:35][C:36]([CH3:39])([CH3:38])[CH3:37])=[O:34].Cl.C(N=C=NCCCN(C)C)C.ON1C2C=CC=CC=2N=N1.C(N(CC)CC)C, predict the reaction product. (2) Given the reactants [Br:1][C:2]1[C:7](=[O:8])[N:6]([CH2:9][CH2:10][C:11](O)=[O:12])[N:5]=[CH:4][C:3]=1[NH:14][C@@H:15]1[CH2:20][C@@H:19]2[CH2:21][C@@H:17]([C:18]2([CH3:23])[CH3:22])[C@H:16]1[CH3:24].Cl.CN(C)CCCN=C=NCC.C(N(CC)CC)C.[C:44]1([CH:50]([NH2:52])[CH3:51])[CH:49]=[CH:48][CH:47]=[CH:46][CH:45]=1, predict the reaction product. The product is: [Br:1][C:2]1[C:7](=[O:8])[N:6]([CH2:9][CH2:10][C:11]([NH:52][CH:50]([C:44]2[CH:49]=[CH:48][CH:47]=[CH:46][CH:45]=2)[CH3:51])=[O:12])[N:5]=[CH:4][C:3]=1[NH:14][C@@H:15]1[CH2:20][C@@H:19]2[CH2:21][C@@H:17]([C:18]2([CH3:23])[CH3:22])[C@H:16]1[CH3:24]. (3) Given the reactants [CH3:1][C:2]1([CH3:18])[C:6]([CH3:8])([CH3:7])[O:5][B:4]([C:9]2[CH:10]=[C:11]([CH:15]=[CH:16][CH:17]=2)[C:12]([OH:14])=O)[O:3]1.[NH2:19][C:20]1[CH:32]=[CH:31][C:23]([C:24]([O:26][C:27]([CH3:30])([CH3:29])[CH3:28])=[O:25])=[CH:22][CH:21]=1.CN(C(ON1N=NC2C=CC=NC1=2)=[N+](C)C)C.F[P-](F)(F)(F)(F)F.CCN(C(C)C)C(C)C, predict the reaction product. The product is: [CH3:18][C:2]1([CH3:1])[C:6]([CH3:7])([CH3:8])[O:5][B:4]([C:9]2[CH:10]=[C:11]([CH:15]=[CH:16][CH:17]=2)[C:12]([NH:19][C:20]2[CH:32]=[CH:31][C:23]([C:24]([O:26][C:27]([CH3:28])([CH3:29])[CH3:30])=[O:25])=[CH:22][CH:21]=2)=[O:14])[O:3]1. (4) Given the reactants [F:1][C:2]1([F:30])[CH2:5][N:4]([C:6]([C@@H:8]2[CH2:12][C@H:11]([S:13]([C:16]3[CH:21]=[CH:20][C:19]([F:22])=[CH:18][C:17]=3[C:23]([F:26])([F:25])[F:24])(=[O:15])=[O:14])[CH2:10][C@H:9]2[C:27]([OH:29])=O)=[O:7])[CH2:3]1.[CH2:31]1[C:33]([NH2:36])([C:34]#[N:35])[CH2:32]1.Cl, predict the reaction product. The product is: [C:34]([C:33]1([NH:36][C:27]([C@@H:9]2[CH2:10][C@@H:11]([S:13]([C:16]3[CH:21]=[CH:20][C:19]([F:22])=[CH:18][C:17]=3[C:23]([F:24])([F:26])[F:25])(=[O:15])=[O:14])[CH2:12][C@H:8]2[C:6]([N:4]2[CH2:5][C:2]([F:30])([F:1])[CH2:3]2)=[O:7])=[O:29])[CH2:31][CH2:32]1)#[N:35]. (5) Given the reactants [CH3:1][N:2]([CH3:20])[C:3]([C@@H:5]1[CH2:7][C@H:6]1[C:8]([C:10]1[C:18]2[C:13](=[CH:14][CH:15]=[C:16]([F:19])[CH:17]=2)[NH:12][CH:11]=1)=O)=O.[H-].[H-].[H-].[H-].[Li+].[Al+3], predict the reaction product. The product is: [NH3:2].[F:19][C:16]1[CH:17]=[C:18]2[C:13](=[CH:14][CH:15]=1)[NH:12][CH:11]=[C:10]2[CH2:8][CH:6]1[CH2:7][CH:5]1[CH2:3][N:2]([CH3:1])[CH3:20]. (6) Given the reactants [NH2:1][C:2]1[CH:6]=[CH:5][S:4][C:3]=1[C:7]([O:9]C)=O.[NH2:11][C:12](N)=[O:13], predict the reaction product. The product is: [NH:1]1[C:2]2[CH:6]=[CH:5][S:4][C:3]=2[C:7](=[O:9])[NH:11][C:12]1=[O:13].